Dataset: B-cell epitopes from IEDB database with 3,159 antigens for binding position prediction. Task: Token-level Classification. Given an antigen amino acid sequence, predict which amino acid positions are active epitope sites capable of antibody binding. Output is a list of indices for active positions. (1) The epitope positions are: [109, 110, 111, 112, 113, 114, 115, 116, 117, 118]. The amino acids at these positions are: PQQPISQQQQ. Given the antigen sequence: MKTFPILALLAIVATTATTAVRVPVPQLQLQNPSQQQPQEQVPLVQEQQFQGQQQPFPPQQPYPQPQPFPSQQPYLQLQPFPQPQLPYPQPQPFRPQQPYPQPQPQYSQPQQPISQQQQQQQQQQQQQQQILQQILQQQLIPCRDVVLQQHNIAHGSSQVLQESTYQLVQQLCCQQLWQIPEQSRCQAIHNVVHAIILHQQHHHHQQQQQQQQQQPLSQVSFQQPQQQYPSGQGFFQPSQQNPQAQGSFQPQQLPQFEEIRNLALQTLPAMCNVYIPPYCTIAPFGIFGTN, which amino acid positions are active epitope sites? (2) Given the antigen sequence: MKYLAAYALVGLSGGTPSKSAVEAVLKAAGVPVDPSRVDALFAEFAGKDFDTVCAEGKSKLVGGVARPNAATASAPTAAAAASGGAAAPAAAAEEEEDDDMGFGLFD, which amino acid positions are active epitope sites? The epitope positions are: [72, 73, 74, 75, 76, 77, 78, 79, 80, 81, 82, 83, 84, 85, 86, 87, 88, 89, 90]. The amino acids at these positions are: ASAPTAAAAASGGAAAPAA. (3) Given the antigen sequence: MLRLLIGLLLMSFISLQSASWQEPLRVSIEFVDLPKKIIRFPAHDLQVGEFGFVVTKLSDYEIVNSEVVIIAVENGVATAKFRAFESMKQRHLPTPRMVARKGDLVYFRQFNNQAFLIAPNDELYEQIRATNTDINFISSDLLVTFLNGFDPKIANLRKACNVYSVGVIYIVTTNTLNILSCESFEILEKRELDTSGVTKTSTPFFSRVEGIDAGTLGKLFSGSQSKNYFAYYDALVKKEKRKEVRIKKREEKIDSREIKREIKQEAIKEPKKANQGTQNAPTLEEKNYQKAERKLDAKEERRYLRDERKKAKATKKAMEFEEREKEHDERDEQETEGRRKALEMDKGDKKEERVKPKENEREIKQEAIKEPSDGNNATQQGEKQNAPKENNAQKEENKPNSKEEKRRLKEEKKKAKAEQRAREFEQRAREHQERDEKELEERRKALEAGKK, which amino acid positions are active epitope sites? The epitope positions are: [297, 298, 299, 300, 301, 302, 303]. The amino acids at these positions are: AKEERRY.